Dataset: Full USPTO retrosynthesis dataset with 1.9M reactions from patents (1976-2016). Task: Predict the reactants needed to synthesize the given product. (1) Given the product [N:1]1([C:2]2[S:3][CH:4]=[CH:5][N:6]=2)[CH:9]=[CH:13][CH:12]=[CH:11]1, predict the reactants needed to synthesize it. The reactants are: [NH2:1][C:2]1[S:3][CH:4]=[CH:5][N:6]=1.CO[CH:9]1[CH2:13][CH2:12][CH:11](OC)O1.O.C(=O)([O-])[O-].[Na+].[Na+]. (2) Given the product [Cl:1][C:2]1[CH:9]=[C:8]([N:10]([CH2:16][C:17]2[CH:22]=[CH:21][CH:20]=[CH:19][C:18]=2[CH3:23])[C@H:11]2[CH2:15][CH2:14][N:13]([CH2:29][C:25]3[S:24][CH:28]=[CH:27][CH:26]=3)[CH2:12]2)[CH:7]=[CH:6][C:3]=1[C:4]#[N:5], predict the reactants needed to synthesize it. The reactants are: [Cl:1][C:2]1[CH:9]=[C:8]([N:10]([CH2:16][C:17]2[CH:22]=[CH:21][CH:20]=[CH:19][C:18]=2[CH3:23])[C@H:11]2[CH2:15][CH2:14][NH:13][CH2:12]2)[CH:7]=[CH:6][C:3]=1[C:4]#[N:5].[S:24]1[CH:28]=[CH:27][CH:26]=[C:25]1[CH:29]=O. (3) Given the product [I:11][CH2:2][C:3]1[CH:8]=[CH:7][CH:6]=[CH:5][C:4]=1[CH:9]=[CH2:10], predict the reactants needed to synthesize it. The reactants are: Cl[CH2:2][C:3]1[CH:8]=[CH:7][CH:6]=[CH:5][C:4]=1[CH:9]=[CH2:10].[I-:11].[Na+].O. (4) Given the product [Cl:15][C:16]1[CH:21]=[C:20]([CH2:11][C:10]2[CH:13]=[CH:14][C:7]([F:6])=[CH:8][CH:9]=2)[N:19]=[CH:18][N:17]=1, predict the reactants needed to synthesize it. The reactants are: [Cl-].C[SiH](C)C.[F:6][C:7]1[CH:14]=[CH:13][C:10]([CH2:11]Br)=[CH:9][CH:8]=1.[Cl:15][C:16]1[CH:21]=[C:20](Cl)[N:19]=[CH:18][N:17]=1.O. (5) The reactants are: Cl.[CH2:2]([O:6][NH2:7])[CH:3]([CH3:5])[CH3:4].[NH2:8][C:9]1[CH:14]=[C:13]([C:15]2[CH:20]=[CH:19][C:18]([Cl:21])=[C:17]([O:22][CH3:23])[C:16]=2[F:24])[N:12]=[C:11]([C:25](O)=[O:26])[C:10]=1[Cl:28].Cl.C(N=C=NCCCN(C)C)C.C(O)(=O)C. Given the product [NH2:8][C:9]1[CH:14]=[C:13]([C:15]2[CH:20]=[CH:19][C:18]([Cl:21])=[C:17]([O:22][CH3:23])[C:16]=2[F:24])[N:12]=[C:11]([C:25]([NH:7][O:6][CH2:2][CH:3]([CH3:5])[CH3:4])=[O:26])[C:10]=1[Cl:28], predict the reactants needed to synthesize it.